This data is from NCI-60 drug combinations with 297,098 pairs across 59 cell lines. The task is: Regression. Given two drug SMILES strings and cell line genomic features, predict the synergy score measuring deviation from expected non-interaction effect. Drug 1: C1=NC2=C(N1)C(=S)N=C(N2)N. Drug 2: CC1=C(C=C(C=C1)C(=O)NC2=CC(=CC(=C2)C(F)(F)F)N3C=C(N=C3)C)NC4=NC=CC(=N4)C5=CN=CC=C5. Cell line: CAKI-1. Synergy scores: CSS=44.0, Synergy_ZIP=-2.09, Synergy_Bliss=-3.81, Synergy_Loewe=0.826, Synergy_HSA=1.27.